From a dataset of Reaction yield outcomes from USPTO patents with 853,638 reactions. Predict the reaction yield, written as a fraction of the theoretical maximum amount of product (1.0 means a 100% yield; for example, 0.34 means a 34% yield). The reactants are Cl[C:2]1[C:3]([C:13]([O:15][CH2:16][CH3:17])=[O:14])=[N:4][C:5]2[C:10]([N:11]=1)=[CH:9][CH:8]=[C:7]([F:12])[CH:6]=2.[CH3:18]B1OB(C)OB(C)O1.ClCCl.C(=O)([O-])[O-].[K+].[K+]. The catalyst is O1CCOCC1.C1C=CC(P(C2C=CC=CC=2)[C-]2C=CC=C2)=CC=1.C1C=CC(P(C2C=CC=CC=2)[C-]2C=CC=C2)=CC=1.Cl[Pd]Cl.[Fe+2]. The product is [F:12][C:7]1[CH:6]=[C:5]2[C:10]([N:11]=[C:2]([CH3:18])[C:3]([C:13]([O:15][CH2:16][CH3:17])=[O:14])=[N:4]2)=[CH:9][CH:8]=1. The yield is 0.940.